Dataset: Forward reaction prediction with 1.9M reactions from USPTO patents (1976-2016). Task: Predict the product of the given reaction. Given the reactants [C:1]([C:3]1[CH:4]=[C:5]([C:13]2[S:17][C:16]([N:18]3[C:30]([CH3:31])=[C:21]4[CH2:22][N:23]([CH2:26][C:27](O)=[O:28])[CH2:24][CH2:25][C:20]4=[N:19]3)=[N:15][N:14]=2)[CH:6]=[CH:7][C:8]=1[O:9][CH:10]([CH3:12])[CH3:11])#[N:2].CN(C(ON1N=NC2C=CC=NC1=2)=[N+](C)C)C.F[P-](F)(F)(F)(F)F.CCN(C(C)C)C(C)C.Cl.[NH2:66][CH:67]([CH2:70][OH:71])[CH2:68][OH:69], predict the reaction product. The product is: [C:1]([C:3]1[CH:4]=[C:5]([C:13]2[S:17][C:16]([N:18]3[C:30]([CH3:31])=[C:21]4[CH2:22][N:23]([CH2:26][C:27]([NH:66][CH:67]([CH2:70][OH:71])[CH2:68][OH:69])=[O:28])[CH2:24][CH2:25][C:20]4=[N:19]3)=[N:15][N:14]=2)[CH:6]=[CH:7][C:8]=1[O:9][CH:10]([CH3:12])[CH3:11])#[N:2].